This data is from Full USPTO retrosynthesis dataset with 1.9M reactions from patents (1976-2016). The task is: Predict the reactants needed to synthesize the given product. (1) Given the product [NH2:19][C:20]1[C:21]([O:31][CH2:32][CH3:33])=[CH:22][C:23]([CH2:24][N:16]2[CH2:17][CH2:18][CH:13]([NH:12][C:4]3[O:5][C:6]4[CH:7]=[N:8][CH:9]=[CH:10][C:11]=4[N:3]=3)[CH2:14][CH2:15]2)=[CH:26][C:27]=1[O:28][CH2:29][CH3:30], predict the reactants needed to synthesize it. The reactants are: Cl.Cl.[N:3]1[C:11]2[CH:10]=[CH:9][N:8]=[CH:7][C:6]=2[O:5][C:4]=1[NH:12][CH:13]1[CH2:18][CH2:17][NH:16][CH2:15][CH2:14]1.[NH2:19][C:20]1[C:27]([O:28][CH2:29][CH3:30])=[CH:26][C:23]([CH:24]=O)=[CH:22][C:21]=1[O:31][CH2:32][CH3:33].C([BH3-])#N.[Na+].C(N(C(C)C)C(C)C)C. (2) Given the product [Br:15][C:16]1[CH:17]=[C:18]([CH3:33])[C:19]([CH:22]([C:24]2[C:29]([F:30])=[CH:28][CH:27]=[C:26]([F:31])[C:25]=2[F:32])[S:23][CH2:6][CH2:5][C:4]([F:9])([F:8])[F:3])=[CH:20][N:21]=1, predict the reactants needed to synthesize it. The reactants are: [H-].[Na+].[F:3][C:4]([F:9])([F:8])[CH2:5][CH2:6]I.CN(C)C=O.[Br:15][C:16]1[N:21]=[CH:20][C:19]([CH:22]([C:24]2[C:29]([F:30])=[CH:28][CH:27]=[C:26]([F:31])[C:25]=2[F:32])[SH:23])=[C:18]([CH3:33])[CH:17]=1. (3) Given the product [F:1][C:2]1[CH:7]=[CH:6][C:5]([C:8]2[O:9][C:10]3[CH:20]=[C:19]([N:21]([CH3:26])[S:22]([CH3:25])(=[O:24])=[O:23])[C:18]([C@H:27]4[CH2:32][CH2:31][CH2:30][N:29]([C:44]([C:41]5[NH:42][C:43]6[C:39]([CH:40]=5)=[CH:38][CH:37]=[CH:36][C:35]=6[C:34]([F:48])([F:33])[F:47])=[O:45])[CH2:28]4)=[CH:17][C:11]=3[C:12]=2[C:13]([NH:15][CH3:16])=[O:14])=[CH:4][CH:3]=1, predict the reactants needed to synthesize it. The reactants are: [F:1][C:2]1[CH:7]=[CH:6][C:5]([C:8]2[O:9][C:10]3[CH:20]=[C:19]([N:21]([CH3:26])[S:22]([CH3:25])(=[O:24])=[O:23])[C:18]([C@H:27]4[CH2:32][CH2:31][CH2:30][NH:29][CH2:28]4)=[CH:17][C:11]=3[C:12]=2[C:13]([NH:15][CH3:16])=[O:14])=[CH:4][CH:3]=1.[F:33][C:34]([F:48])([F:47])[C:35]1[CH:36]=[CH:37][CH:38]=[C:39]2[C:43]=1[NH:42][C:41]([C:44](O)=[O:45])=[CH:40]2.C(N(CC)C(C)C)(C)C.CN(C)CCCN=C=NCC. (4) Given the product [OH:11][C:12]1[CH:17]=[C:16]([OH:18])[C:15]([CH:22]([CH3:23])[CH3:24])=[CH:14][C:13]=1[C:25]1[N:26]([C:31]2[CH:32]=[CH:33][C:34]([C:37]([N:39]3[CH2:40][CH2:41][O:42][CH2:43][CH2:44]3)=[O:38])=[CH:35][CH:36]=2)[C:27](=[O:30])[NH:28][N:29]=1, predict the reactants needed to synthesize it. The reactants are: ClB(Cl)Cl.C(Cl)Cl.C([O:11][C:12]1[CH:17]=[C:16]([O:18]CC=C)[C:15]([CH:22]([CH3:24])[CH3:23])=[CH:14][C:13]=1[C:25]1[N:26]([C:31]2[CH:36]=[CH:35][C:34]([C:37]([N:39]3[CH2:44][CH2:43][O:42][CH2:41][CH2:40]3)=[O:38])=[CH:33][CH:32]=2)[C:27](=[O:30])[NH:28][N:29]=1)C=C.C(=O)([O-])O.[Na+]. (5) The reactants are: [Cl:1][C:2]1[C:7]([N:8]2[CH2:13][CH2:12][O:11][CH:10]([CH2:14][NH:15]CC3C=CC(OC)=CC=3)[CH2:9]2)=[CH:6][C:5]([C:25]#[N:26])=[CH:4][C:3]=1[NH:27][C:28]1[N:33]=[C:32]([N:34]([CH:44]2[CH2:46][CH2:45]2)CC2C=CC(OC)=CC=2)[C:31]2=[N:47][CH:48]=[C:49]([C:50]#[N:51])[N:30]2[N:29]=1.C(N(CC)CC)C.[CH3:59][S:60](Cl)(=[O:62])=[O:61].C(=O)(O)[O-].[Na+]. Given the product [Cl:1][C:2]1[C:3]([NH:27][C:28]2[N:33]=[C:32]([NH:34][CH:44]3[CH2:46][CH2:45]3)[C:31]3=[N:47][CH:48]=[C:49]([C:50]#[N:51])[N:30]3[N:29]=2)=[CH:4][C:5]([C:25]#[N:26])=[CH:6][C:7]=1[N:8]1[CH2:13][CH2:12][O:11][CH:10]([CH2:14][NH:15][S:60]([CH3:59])(=[O:62])=[O:61])[CH2:9]1, predict the reactants needed to synthesize it. (6) Given the product [CH3:19][NH:18][C:9](=[O:11])[CH2:8][C:4]1[CH:5]=[CH:6][CH:7]=[C:2]([OH:1])[CH:3]=1, predict the reactants needed to synthesize it. The reactants are: [OH:1][C:2]1[CH:3]=[C:4]([CH2:8][C:9]([OH:11])=O)[CH:5]=[CH:6][CH:7]=1.C(Cl)(=O)C(Cl)=O.[N:18]1C=CC=C[CH:19]=1.CN. (7) Given the product [OH:19][N:18]=[C:4]([C:6]1[CH:11]=[CH:10][C:9]([O:12][C:13]([F:16])([F:15])[F:14])=[CH:8][CH:7]=1)[CH2:3][O:2][CH3:1], predict the reactants needed to synthesize it. The reactants are: [CH3:1][O:2][CH2:3][C:4]([C:6]1[CH:11]=[CH:10][C:9]([O:12][C:13]([F:16])([F:15])[F:14])=[CH:8][CH:7]=1)=O.Cl.[NH2:18][OH:19].C(N(CC)CC)C.